Dataset: Retrosynthesis with 50K atom-mapped reactions and 10 reaction types from USPTO. Task: Predict the reactants needed to synthesize the given product. (1) Given the product CC1CNCCN1C(=O)OC(C)(C)C, predict the reactants needed to synthesize it. The reactants are: CC1CN(C(=O)OCc2ccccc2)CCN1C(=O)OC(C)(C)C. (2) Given the product COc1cc(C#N)ccc1C, predict the reactants needed to synthesize it. The reactants are: CI.Cc1ccc(C#N)cc1O. (3) The reactants are: O=C(CCC1CCNCC1)c1cc(-c2ccccc2)nc2ccccc12. Given the product OC(CCC1CCNCC1)c1cc(-c2ccccc2)nc2ccccc12, predict the reactants needed to synthesize it. (4) Given the product CCOC(=O)C1=C(NC(=O)c2ccccc2Cl)CCCC1, predict the reactants needed to synthesize it. The reactants are: CCOC(=O)C1=C(N)CCCC1.O=C(Cl)c1ccccc1Cl. (5) The reactants are: CC/C=C\C/C=C\C/C=C\C/C=C\C/C=C\CCCC(=O)O.OC[C@@H]1[C@@H](O)[C@H](O)[C@@H](O)CN1CCCCl. Given the product CC/C=C\C/C=C\C/C=C\C/C=C\C/C=C\CCCC(=O)OCCCN1CC(O)C(O)[C@H](O)C1CO, predict the reactants needed to synthesize it. (6) The reactants are: CC(=O)N(CCCN1C(=O)c2ccccc2C1=O)c1ccc(-c2cc(=O)c3c(N)ccc(F)c3o2)cc1. Given the product Nc1ccc(F)c2oc(-c3ccc(NCCCN4C(=O)c5ccccc5C4=O)cc3)cc(=O)c12, predict the reactants needed to synthesize it.